Dataset: Catalyst prediction with 721,799 reactions and 888 catalyst types from USPTO. Task: Predict which catalyst facilitates the given reaction. (1) Reactant: [OH-].[Na+].CC(O)(C)[C:5]#[C:6][C:7]1[CH:12]=[CH:11][C:10]([F:13])=[C:9]([F:14])[C:8]=1[F:15]. Product: [C:6]([C:7]1[CH:12]=[CH:11][C:10]([F:13])=[C:9]([F:14])[C:8]=1[F:15])#[CH:5]. The catalyst class is: 21. (2) Reactant: [N:1]1[CH:6]=[CH:5][C:4]([C:7]([OH:9])=O)=[CH:3][N:2]=1.C1C=CC2N(O)N=NC=2C=1.CN(C(ON1N=NC2C=CC=CC1=2)=[N+](C)C)C.F[P-](F)(F)(F)(F)F.Cl.C([O:47][C:48](=[O:67])[C@H:49]([CH3:66])[CH2:50][C@H:51]([NH2:65])[CH2:52][C:53]1[CH:58]=[CH:57][C:56]([C:59]2[CH:64]=[CH:63][CH:62]=[CH:61][CH:60]=2)=[CH:55][CH:54]=1)C.CCN(C(C)C)C(C)C. Product: [C:56]1([C:59]2[CH:60]=[CH:61][CH:62]=[CH:63][CH:64]=2)[CH:55]=[CH:54][C:53]([CH2:52][C@@H:51]([NH:65][C:7]([C:4]2[CH:5]=[CH:6][N:1]=[N:2][CH:3]=2)=[O:9])[CH2:50][C@@H:49]([CH3:66])[C:48]([OH:67])=[O:47])=[CH:58][CH:57]=1. The catalyst class is: 18. (3) Reactant: [CH3:1][O:2][CH:3]([O:25][CH3:26])[C:4]1[C:13]([CH2:14][NH:15][CH2:16][CH2:17][S:18][CH2:19][C:20](OCC)=[O:21])=[CH:12][C:11]2[CH2:10][CH2:9][CH2:8][NH:7][C:6]=2[N:5]=1. Product: [CH3:1][O:2][CH:3]([O:25][CH3:26])[C:4]1[C:13]([CH2:14][N:15]2[CH2:16][CH2:17][S:18][CH2:19][C:20]2=[O:21])=[CH:12][C:11]2[CH2:10][CH2:9][CH2:8][NH:7][C:6]=2[N:5]=1. The catalyst class is: 11. (4) Reactant: [CH3:1][O:2][C:3]1[CH:4]=[C:5](B(O)O)[CH:6]=[CH:7][CH:8]=1.C(=O)([O-])[O-].[Na+].[Na+].[C:18]([NH:26][C:27]1[CH:36]=[C:35](Br)[CH:34]=[CH:33][C:28]=1[C:29]([O:31]C)=[O:30])(=[O:25])[C:19]1[CH:24]=[CH:23][CH:22]=[CH:21][CH:20]=1. Product: [C:18]([NH:26][C:27]1[CH:36]=[C:35]([C:5]2[CH:6]=[CH:7][CH:8]=[C:3]([O:2][CH3:1])[CH:4]=2)[CH:34]=[CH:33][C:28]=1[C:29]([OH:31])=[O:30])(=[O:25])[C:19]1[CH:20]=[CH:21][CH:22]=[CH:23][CH:24]=1. The catalyst class is: 80. (5) Reactant: [F:1][C:2]1[C:3]([N:23]2[CH2:27][CH2:26][CH2:25][CH2:24]2)=[CH:4][C:5]2[N:14]=[CH:13][C:12]3[N:11]([CH3:15])[CH:10]=[C:9]([C:16]([O:18]CC)=[O:17])[C:8](=[O:21])[C:7]=3[C:6]=2[CH:22]=1.[OH-].[K+].Cl. Product: [F:1][C:2]1[C:3]([N:23]2[CH2:27][CH2:26][CH2:25][CH2:24]2)=[CH:4][C:5]2[N:14]=[CH:13][C:12]3[N:11]([CH3:15])[CH:10]=[C:9]([C:16]([OH:18])=[O:17])[C:8](=[O:21])[C:7]=3[C:6]=2[CH:22]=1. The catalyst class is: 8. (6) Reactant: [CH:1]1([N:5]2[CH2:11][CH2:10][C:9]3[CH:12]=[C:13]([O:16][CH:17]4[CH2:22][CH2:21][NH:20][CH2:19][CH2:18]4)[CH:14]=[CH:15][C:8]=3[CH2:7][CH2:6]2)[CH2:4][CH2:3][CH2:2]1.CCN(CC1C=CC=CC=1)CC.C=CC1C=CC=CC=1.C=CC1C=CC(C=C)=CC=1.[C:53](Cl)(=[O:55])[NH2:54].N1[CH2:62][CH2:61][O:60][CH2:59][CH2:58]1. Product: [CH:1]1([N:5]2[CH2:11][CH2:10][C:9]3[CH:12]=[C:13]([O:16][CH:17]4[CH2:22][CH2:21][N:20]([C:53]([N:54]5[CH2:62][CH2:61][O:60][CH2:59][CH2:58]5)=[O:55])[CH2:19][CH2:18]4)[CH:14]=[CH:15][C:8]=3[CH2:7][CH2:6]2)[CH2:2][CH2:3][CH2:4]1. The catalyst class is: 4. (7) Reactant: [F:1][C:2]1[C:3]([NH:9][CH2:10][C:11]([CH3:14])([OH:13])[CH3:12])=[N:4][CH:5]=[C:6]([I:8])[CH:7]=1.N1C=CC=CC=1.[C:21](Cl)(Cl)=[O:22]. Product: [F:1][C:2]1[C:3]([N:9]2[CH2:10][C:11]([CH3:14])([CH3:12])[O:13][C:21]2=[O:22])=[N:4][CH:5]=[C:6]([I:8])[CH:7]=1. The catalyst class is: 4.